Dataset: Full USPTO retrosynthesis dataset with 1.9M reactions from patents (1976-2016). Task: Predict the reactants needed to synthesize the given product. (1) Given the product [C:6]([C:5]1[CH:9]=[CH:10][C:2]([O:1][C:13]2[C:12]([Cl:11])=[CH:30][C:16]3[CH:17]=[C:18]([C:25]([OH:27])=[O:26])[CH:19]([C:21]([F:23])([F:24])[F:22])[O:20][C:15]=3[CH:14]=2)=[CH:3][CH:4]=1)([OH:8])=[O:7], predict the reactants needed to synthesize it. The reactants are: [OH:1][C:2]1[CH:10]=[CH:9][C:5]([C:6]([OH:8])=[O:7])=[CH:4][CH:3]=1.[Cl:11][C:12]1[C:13](F)=[CH:14][C:15]2[O:20][CH:19]([C:21]([F:24])([F:23])[F:22])[C:18]([C:25]([O:27]CC)=[O:26])=[CH:17][C:16]=2[CH:30]=1.C(=O)([O-])[O-].[K+].[K+]. (2) Given the product [Cl:1][C:2]1[CH:3]=[CH:4][C:5]([S:8][C:9]2[CH:14]=[CH:13][C:12]([F:15])=[CH:11][C:10]=2[CH2:16][CH2:17][C:18]([NH:21][CH2:22][CH2:23][CH2:24][CH2:25][OH:26])=[O:20])=[CH:6][CH:7]=1, predict the reactants needed to synthesize it. The reactants are: [Cl:1][C:2]1[CH:7]=[CH:6][C:5]([S:8][C:9]2[CH:14]=[CH:13][C:12]([F:15])=[CH:11][C:10]=2[CH2:16][CH2:17][C:18]([OH:20])=O)=[CH:4][CH:3]=1.[NH2:21][CH2:22][CH2:23][CH2:24][CH2:25][OH:26]. (3) Given the product [CH2:1]([N:3]1[CH2:12][CH2:11][C:10]2[C:5](=[CH:6][C:7]([O:15][CH3:16])=[C:8]([O:13][CH3:14])[CH:9]=2)[C:4]21[CH2:21][CH2:20][CH:19]([C:22]([N:24]1[CH2:29][CH2:28][N:27]([C:52](=[NH:49])[NH2:56])[CH2:26][CH2:25]1)=[O:23])[CH2:18][CH:17]2[CH:30]1[C:39]2[C:34](=[CH:35][C:36]([O:42][CH3:43])=[C:37]([O:40][CH3:41])[CH:38]=2)[CH2:33][CH2:32][N:31]1[CH2:44][CH3:45])[CH3:2], predict the reactants needed to synthesize it. The reactants are: [CH2:1]([N:3]1[CH2:12][CH2:11][C:10]2[C:5](=[CH:6][C:7]([O:15][CH3:16])=[C:8]([O:13][CH3:14])[CH:9]=2)[C:4]21[CH2:21][CH2:20][CH:19]([C:22]([N:24]1[CH2:29][CH2:28][NH:27][CH2:26][CH2:25]1)=[O:23])[CH2:18][CH:17]2[CH:30]1[C:39]2[C:34](=[CH:35][C:36]([O:42][CH3:43])=[C:37]([O:40][CH3:41])[CH:38]=2)[CH2:33][CH2:32][N:31]1[CH2:44][CH3:45])[CH3:2].C([N:49]([CH:52](C)C)CC)(C)C.C[N:56](C)C=O. (4) Given the product [OH:30][C:26]1[CH:25]=[C:24]([CH:29]=[CH:28][CH:27]=1)[CH2:23][NH:22][C:21]([C:19]1[S:20][C:14]2[N:13]([CH3:33])[C:12](=[O:34])[N:11]([CH2:10][C:7]3[CH:8]=[CH:9][C:4]([C:3]([OH:36])=[O:2])=[C:5]([CH3:35])[CH:6]=3)[C:16](=[O:17])[C:15]=2[CH:18]=1)=[O:32], predict the reactants needed to synthesize it. The reactants are: C[O:2][C:3](=[O:36])[C:4]1[CH:9]=[CH:8][C:7]([CH2:10][N:11]2[C:16](=[O:17])[C:15]3[CH:18]=[C:19]([C:21](=[O:32])[NH:22][CH2:23][C:24]4[CH:29]=[CH:28][CH:27]=[C:26]([O:30]C)[CH:25]=4)[S:20][C:14]=3[N:13]([CH3:33])[C:12]2=[O:34])=[CH:6][C:5]=1[CH3:35].Br.C(O)(=O)C. (5) Given the product [C:2]([C:4]1[CH:5]=[C:6]([C:14]2[S:18][C:17]([C:19]3[C:20]([CH3:34])=[C:21]4[C:26](=[CH:27][CH:28]=3)[CH2:25][N:24]([CH2:29][CH2:30][C:31]([NH:37][CH3:35])=[O:33])[CH2:23][CH2:22]4)=[N:16][N:15]=2)[CH:7]=[CH:8][C:9]=1[O:10][CH:11]([CH3:13])[CH3:12])#[N:3], predict the reactants needed to synthesize it. The reactants are: [Na+].[C:2]([C:4]1[CH:5]=[C:6]([C:14]2[S:18][C:17]([C:19]3[C:20]([CH3:34])=[C:21]4[C:26](=[CH:27][CH:28]=3)[CH2:25][N:24]([CH2:29][CH2:30][C:31]([O-:33])=O)[CH2:23][CH2:22]4)=[N:16][N:15]=2)[CH:7]=[CH:8][C:9]=1[O:10][CH:11]([CH3:13])[CH3:12])#[N:3].[CH2:35]([N:37](CC)CC)C.C(Cl)CCl.C1C=CC2N(O)N=NC=2C=1.CN.C1COCC1. (6) Given the product [C:24]([CH:2]1[CH:5]([C:6]2[CH:11]=[CH:10][CH:9]=[CH:8][C:7]=2[Cl:12])[N:4]([C:13]2[CH:18]=[CH:17][C:16]([O:19][CH3:20])=[CH:15][CH:14]=2)[C:3]1=[O:21])(=[O:27])[CH:25]=[CH2:26], predict the reactants needed to synthesize it. The reactants are: O[CH:2]1[CH:5]([C:6]2[CH:11]=[CH:10][CH:9]=[CH:8][C:7]=2[Cl:12])[N:4]([C:13]2[CH:18]=[CH:17][C:16]([O:19][CH3:20])=[CH:15][CH:14]=2)[C:3]1=[O:21].[H-].[Na+].[C:24](Cl)(=[O:27])[CH:25]=[CH2:26]. (7) Given the product [CH3:40][Si:39]([CH3:42])([CH3:41])[C:3]1[CH:4]=[CH:5][CH:1]([C:6]2([C:12]3[C:24]4[CH2:23][C:22]5[C:17](=[CH:18][C:19]([C:25]([CH3:26])([CH3:28])[CH3:27])=[CH:20][CH:21]=5)[C:16]=4[CH:15]=[C:14]([C:29]([CH3:32])([CH3:31])[CH3:30])[CH:13]=3)[CH2:11][CH2:10][CH2:9][CH2:8][CH2:7]2)[CH:2]=1, predict the reactants needed to synthesize it. The reactants are: [CH:1]1([C:6]2([C:12]3[C:24]4[CH2:23][C:22]5[C:17](=[CH:18][C:19]([C:25]([CH3:28])([CH3:27])[CH3:26])=[CH:20][CH:21]=5)[C:16]=4[CH:15]=[C:14]([C:29]([CH3:32])([CH3:31])[CH3:30])[CH:13]=3)[CH2:11][CH2:10][CH2:9][CH2:8][CH2:7]2)[CH:5]=[CH:4][CH:3]=[CH:2]1.[Li]CCCC.Cl[Si:39]([CH3:42])([CH3:41])[CH3:40].Cl.